Dataset: Forward reaction prediction with 1.9M reactions from USPTO patents (1976-2016). Task: Predict the product of the given reaction. (1) The product is: [Si:17]([O:1][C@@H:2]1[CH2:5][C@H:4]([C:6]#[N:7])[CH2:3]1)([C:14]([CH3:16])([CH3:15])[CH3:13])([CH3:19])[CH3:18]. Given the reactants [OH:1][C@@H:2]1[CH2:5][C@H:4]([C:6]#[N:7])[CH2:3]1.N1C=CN=C1.[CH3:13][C:14]([Si:17](Cl)([CH3:19])[CH3:18])([CH3:16])[CH3:15], predict the reaction product. (2) The product is: [CH3:1][C@H:2]1[CH2:6][CH2:5][CH2:4][N:3]1[C@H:7]1[CH2:11][CH2:10][N:9]([C:13]2[N:14]=[CH:15][C:16]([N:19]3[CH2:23][CH2:22][C:21]4([CH2:28][CH2:27][O:26][CH2:25][CH2:24]4)[C:20]3=[O:29])=[CH:17][N:18]=2)[CH2:8]1. Given the reactants [CH3:1][C@H:2]1[CH2:6][CH2:5][CH2:4][N:3]1[C@H:7]1[CH2:11][CH2:10][NH:9][CH2:8]1.Cl[C:13]1[N:18]=[CH:17][C:16]([N:19]2[CH2:23][CH2:22][C:21]3([CH2:28][CH2:27][O:26][CH2:25][CH2:24]3)[C:20]2=[O:29])=[CH:15][N:14]=1.C(=O)([O-])[O-].[K+].[K+], predict the reaction product. (3) Given the reactants ClCCl.[NH2:4][C:5]1[CH:32]=[CH:31][C:8]([CH2:9][N:10]2[C:19]3[C:14](=[C:15]([CH2:22][CH:23]4[S:27][C:26](=[O:28])[NH:25][C:24]4=[O:29])[CH:16]=[CH:17][C:18]=3[O:20][CH3:21])[CH2:13][CH2:12][C:11]2=[O:30])=[CH:7][CH:6]=1.N1C=CC=CC=1.[CH3:39][S:40](Cl)(=[O:42])=[O:41], predict the reaction product. The product is: [CH3:39][S:40]([NH:4][C:5]1[CH:6]=[CH:7][C:8]([CH2:9][N:10]2[C:19]3[C:14](=[C:15]([CH2:22][CH:23]4[S:27][C:26](=[O:28])[NH:25][C:24]4=[O:29])[CH:16]=[CH:17][C:18]=3[O:20][CH3:21])[CH2:13][CH2:12][C:11]2=[O:30])=[CH:31][CH:32]=1)(=[O:42])=[O:41]. (4) Given the reactants [F:1][C:2]1[CH:3]=[C:4]([CH:9]2[N:18]([CH2:19][C:20]([O:22][CH2:23][CH3:24])=[O:21])[C:17](=[O:25])[C:12]3([CH2:16][CH2:15][CH2:14][CH2:13]3)[NH:11][CH2:10]2)[CH:5]=[C:6]([F:8])[CH:7]=1.C(N(CC)C(C)C)(C)C.[C:35](O[C:35]([O:37][C:38]([CH3:41])([CH3:40])[CH3:39])=[O:36])([O:37][C:38]([CH3:41])([CH3:40])[CH3:39])=[O:36], predict the reaction product. The product is: [F:1][C:2]1[CH:3]=[C:4]([C@H:9]2[N:18]([CH2:19][C:20]([O:22][CH2:23][CH3:24])=[O:21])[C:17](=[O:25])[C:12]3([CH2:16][CH2:15][CH2:14][CH2:13]3)[N:11]([C:35]([O:37][C:38]([CH3:41])([CH3:40])[CH3:39])=[O:36])[CH2:10]2)[CH:5]=[C:6]([F:8])[CH:7]=1. (5) Given the reactants Br[CH:2]([C:23]1[CH:28]=[CH:27][CH:26]=[CH:25][CH:24]=1)[C:3]([C:5]1[CH:10]=[CH:9][C:8]([C:11]2([NH:15][C:16](=[O:22])[O:17][C:18]([CH3:21])([CH3:20])[CH3:19])[CH2:14][CH2:13][CH2:12]2)=[CH:7][CH:6]=1)=O.[NH2:29][C:30]1[N:31]=[N:32][C:33]([O:36][CH3:37])=[CH:34][CH:35]=1.C(N(CC)C(C)C)(C)C, predict the reaction product. The product is: [C:23]1([C:2]2[N:31]3[N:32]=[C:33]([O:36][CH3:37])[CH:34]=[CH:35][C:30]3=[N:29][C:3]=2[C:5]2[CH:6]=[CH:7][C:8]([C:11]3([NH:15][C:16](=[O:22])[O:17][C:18]([CH3:19])([CH3:21])[CH3:20])[CH2:12][CH2:13][CH2:14]3)=[CH:9][CH:10]=2)[CH:28]=[CH:27][CH:26]=[CH:25][CH:24]=1. (6) Given the reactants [NH2:1][C:2]1([C:35](OC)=[O:36])[CH2:6][CH2:5][CH:4]([C:7]2[CH:8]=[C:9]3[C:32](=[CH:33][CH:34]=2)[C:13]2=[N:14][O:15][C:16]([C:17]4[C:21]([C:22]([F:25])([F:24])[F:23])=[C:20]([C:26]5[CH:31]=[CH:30][CH:29]=[CH:28][CH:27]=5)[O:19][N:18]=4)=[C:12]2[CH2:11][CH2:10]3)[CH2:3]1.CCO.[BH4-].[Na+].[OH-].[Na+], predict the reaction product. The product is: [NH2:1][C:2]1([CH2:35][OH:36])[CH2:6][CH2:5][CH:4]([C:7]2[CH:8]=[C:9]3[C:32](=[CH:33][CH:34]=2)[C:13]2=[N:14][O:15][C:16]([C:17]4[C:21]([C:22]([F:25])([F:24])[F:23])=[C:20]([C:26]5[CH:27]=[CH:28][CH:29]=[CH:30][CH:31]=5)[O:19][N:18]=4)=[C:12]2[CH2:11][CH2:10]3)[CH2:3]1.